This data is from Full USPTO retrosynthesis dataset with 1.9M reactions from patents (1976-2016). The task is: Predict the reactants needed to synthesize the given product. (1) Given the product [F:1][C:2]1[CH:7]=[C:6]([F:8])[CH:5]=[CH:4][C:3]=1[C:9]1[N:10]=[C:11]2[N:15]([C:16]=1[I:24])[CH:14]=[CH:13][O:12]2, predict the reactants needed to synthesize it. The reactants are: [F:1][C:2]1[CH:7]=[C:6]([F:8])[CH:5]=[CH:4][C:3]=1[C:9]1[N:10]=[C:11]2[N:15]([CH:16]=1)[CH:14]=[CH:13][O:12]2.C1C(=O)N([I:24])C(=O)C1.CN(C=O)C. (2) Given the product [O:9]1[C:4]([C:30]2[CH:35]=[CH:34][N:33]=[CH:32][C:31]=2[N+:36]([O-:38])=[O:37])=[CH:5][CH2:6][CH2:7][CH2:8]1, predict the reactants needed to synthesize it. The reactants are: C[Si](O)([C:4]1[O:9][CH2:8][CH2:7][CH2:6][CH:5]=1)C.CCCC[N+](CCCC)(CCCC)CCCC.[F-].I[C:30]1[CH:35]=[CH:34][N:33]=[CH:32][C:31]=1[N+:36]([O-:38])=[O:37]. (3) Given the product [Cl:1][C:2]1[N:7]2[N:8]=[C:9]([C:15]3[CH:20]=[CH:19][CH:18]=[C:17]([CH3:21])[CH:16]=3)[C:10]([C:11](=[O:14])[C:12]#[CH:13])=[C:6]2[CH:5]=[CH:4][CH:3]=1, predict the reactants needed to synthesize it. The reactants are: [Cl:1][C:2]1[N:7]2[N:8]=[C:9]([C:15]3[CH:20]=[CH:19][CH:18]=[C:17]([CH3:21])[CH:16]=3)[C:10]([CH:11]([OH:14])[C:12]#[CH:13])=[C:6]2[CH:5]=[CH:4][CH:3]=1. (4) Given the product [F:1][C:2]1[CH:3]=[C:4]([C:9]2[CH:14]=[CH:13][CH:12]=[CH:11][C:10]=2[S:15]([CH3:18])(=[O:17])=[O:16])[CH:5]=[CH:6][C:7]=1[NH:8][C:19](=[O:22])[CH:25]=[CH2:26], predict the reactants needed to synthesize it. The reactants are: [F:1][C:2]1[CH:3]=[C:4]([C:9]2[CH:14]=[CH:13][CH:12]=[CH:11][C:10]=2[S:15]([CH3:18])(=[O:17])=[O:16])[CH:5]=[CH:6][C:7]=1[NH2:8].[C:19]([O-:22])(O)=O.[Na+].[Cl-].[C:25](OCC)(=O)[CH3:26]. (5) The reactants are: [CH2:1]([O:3][C:4]1[CH:9]=[CH:8][C:7](/[CH:10]=[CH:11]/[C:12]([O:14][C:15]2[CH:20]=[CH:19][C:18]([OH:21])=[CH:17][CH:16]=2)=[O:13])=[CH:6][CH:5]=1)[CH3:2].COC1C=CC(/[CH:30]=[CH:31]/[C:32]([O:34][C:35]2C=CC(O)=[CH:37][CH:36]=2)=[O:33])=CC=1. Given the product [CH2:1]([O:3][C:4]1[CH:5]=[CH:6][C:7](/[CH:10]=[CH:11]/[C:12]([O:14][C:15]2[CH:16]=[CH:17][C:18]([O:21][CH2:37][CH2:36][CH2:35][O:34][C:32](=[O:33])[CH:31]=[CH2:30])=[CH:19][CH:20]=2)=[O:13])=[CH:8][CH:9]=1)[CH3:2], predict the reactants needed to synthesize it. (6) Given the product [OH:32][C:10]1[C:11]([C:28]([NH:34][CH2:35][C:36]2[CH:41]=[CH:40][N:39]=[CH:38][CH:37]=2)=[O:30])=[C:12]([OH:27])[N:13]([CH2:16][C:17]2[CH:22]=[CH:21][CH:20]=[CH:19][C:18]=2[C:23]([F:25])([F:24])[F:26])[C:14](=[O:15])[C:9]=1[C:7]([NH:6][CH2:5][C:4]([OH:3])=[O:33])=[O:8], predict the reactants needed to synthesize it. The reactants are: C([O:3][C:4](=[O:33])[CH2:5][NH:6][C:7]([C:9]1[C:14](=[O:15])[N:13]([CH2:16][C:17]2[CH:22]=[CH:21][CH:20]=[CH:19][C:18]=2[C:23]([F:26])([F:25])[F:24])[C:12]([OH:27])=[C:11]([C:28]([O:30]C)=O)[C:10]=1[OH:32])=[O:8])C.[NH2:34][CH2:35][C:36]1[CH:41]=[CH:40][N:39]=[CH:38][CH:37]=1.